Dataset: Forward reaction prediction with 1.9M reactions from USPTO patents (1976-2016). Task: Predict the product of the given reaction. (1) Given the reactants [Cl-].[Li+].CS(C)=O.[CH2:7]([C:10]([CH:21]1[CH2:25][CH2:24][CH2:23][CH2:22]1)(C(OCC)=O)[C:11]([O:13][CH2:14][CH3:15])=[O:12])[CH:8]=[CH2:9], predict the reaction product. The product is: [CH:21]1([CH:10]([CH2:7][CH:8]=[CH2:9])[C:11]([O:13][CH2:14][CH3:15])=[O:12])[CH2:25][CH2:24][CH2:23][CH2:22]1. (2) Given the reactants [F:1][C:2]1[CH:3]=[CH:4][C:5]2[N:6]([CH:8]=[C:9]([C:11]([NH:13][C@H:14]3[CH2:19][CH2:18][C@@H:17]([N:20]4[C:25](=[O:26])[C:24]5[CH:27]=[C:28]([F:31])[CH:29]=[N:30][C:23]=5[N:22]([C:32]5[CH:33]=[C:34]([C:38]6C=[CH:42][C:41](O)=[CH:40][C:39]=6C=O)[CH:35]=[CH:36][CH:37]=5)[C:21]4=[O:47])[CH2:16][CH2:15]3)=[O:12])[N:10]=2)[CH:7]=1.[N:48]1([C:54]([O:56][C:57]([CH3:60])([CH3:59])[CH3:58])=[O:55])[CH2:53][CH2:52][NH:51][CH2:50][CH2:49]1.[C:61]([OH:64])(=O)[CH3:62].C(O[BH-](OC(=O)C)OC(=O)C)(=O)C.[Na+], predict the reaction product. The product is: [F:31][C:28]1[CH:29]=[N:30][C:23]2[N:22]([C:32]3[CH:33]=[C:34]([C:38]4[CH:39]=[CH:40][C:41]([CH2:42][N:51]5[CH2:52][CH2:53][N:48]([C:54]([O:56][C:57]([CH3:60])([CH3:59])[CH3:58])=[O:55])[CH2:49][CH2:50]5)=[CH:62][C:61]=4[OH:64])[CH:35]=[CH:36][CH:37]=3)[C:21](=[O:47])[N:20]([C@H:17]3[CH2:18][CH2:19][C@@H:14]([NH:13][C:11]([C:9]4[N:10]=[C:5]5[CH:4]=[CH:3][C:2]([F:1])=[CH:7][N:6]5[CH:8]=4)=[O:12])[CH2:15][CH2:16]3)[C:25](=[O:26])[C:24]=2[CH:27]=1. (3) Given the reactants [CH2:1]([O:8][C:9]1[CH:14]=[CH:13][C:12]([Cl:15])=[CH:11][C:10]=1I)[C:2]1[CH:7]=[CH:6][CH:5]=[CH:4][CH:3]=1.C([Li])CCC.C([O:24][B:25](OCC)[O:26]CC)C, predict the reaction product. The product is: [CH2:1]([O:8][C:9]1[CH:14]=[CH:13][C:12]([Cl:15])=[CH:11][C:10]=1[B:25]([OH:26])[OH:24])[C:2]1[CH:7]=[CH:6][CH:5]=[CH:4][CH:3]=1. (4) Given the reactants [CH3:1][O:2][CH2:3][CH2:4][N:5]1[CH2:14][CH2:13][C:12]2[C:7](=[CH:8][CH:9]=[CH:10][C:11]=2[NH:15]CC(O)=O)[CH2:6]1.COCC[Br:24], predict the reaction product. The product is: [Br-:24].[NH2:15][C:11]1[CH:10]=[CH:9][CH:8]=[C:7]2[C:12]=1[CH:13]=[CH:14][N+:5]([CH2:4][CH2:3][O:2][CH3:1])=[CH:6]2. (5) Given the reactants C(OC(=O)[NH:10][CH2:11][C@H:12]1[CH2:17][CH2:16][C@@H:15]([NH2:18])[CH2:14][CH2:13]1)C1C=CC=CC=1.Cl[C:21]1[N:30]=[C:29]([N:31]([CH3:33])[CH3:32])[C:28]2[CH2:27][CH2:26][CH2:25][CH2:24][C:23]=2[N:22]=1.C([O-])(O)=O.[Na+], predict the reaction product. The product is: [NH2:10][CH2:11][C@@H:12]1[CH2:13][CH2:14][C@H:15]([NH:18][C:21]2[N:30]=[C:29]([N:31]([CH3:33])[CH3:32])[C:28]3[CH2:27][CH2:26][CH2:25][CH2:24][C:23]=3[N:22]=2)[CH2:16][CH2:17]1. (6) Given the reactants [OH:1][C:2]1[C:3]([CH:25]([CH3:27])[CH3:26])=[N:4][C:5]([N:10]2[CH2:15][CH2:14][N:13]([C:16](=[O:21])[CH2:17][CH2:18][O:19][CH3:20])[C@H:12]([CH:22](C)C)[CH2:11]2)=[C:6]([CH:9]=1)[C:7]#[N:8].[H-].[Na+].[CH2:30](Br)[C:31]1[CH:36]=[CH:35][CH:34]=[CH:33][CH:32]=1, predict the reaction product. The product is: [CH2:30]([O:1][C:2]1[C:3]([CH:25]([CH3:27])[CH3:26])=[N:4][C:5]([N:10]2[CH2:15][CH2:14][N:13]([C:16](=[O:21])[CH2:17][CH2:18][O:19][CH3:20])[C@H:12]([CH3:22])[CH2:11]2)=[C:6]([CH:9]=1)[C:7]#[N:8])[C:31]1[CH:36]=[CH:35][CH:34]=[CH:33][CH:32]=1. (7) Given the reactants [CH3:1][CH:2]1[CH2:7][N:6]([C:8]([O:10][CH2:11][C:12]2[CH:17]=[CH:16][CH:15]=[CH:14][CH:13]=2)=[O:9])[CH2:5][CH:4]=[C:3]1OS(C(F)(F)F)(=O)=O.C(O)=O.O, predict the reaction product. The product is: [CH3:1][CH:2]1[CH2:7][N:6]([C:8]([O:10][CH2:11][C:12]2[CH:17]=[CH:16][CH:15]=[CH:14][CH:13]=2)=[O:9])[CH2:5][CH:4]=[CH:3]1. (8) Given the reactants [Cl:1][C:2]1[C:10]([CH3:11])=[CH:9][CH:8]=[CH:7][C:3]=1[C:4](O)=[O:5].[CH3:12][NH:13][O:14][CH3:15].CCN(CC)CC.CCCP1(OP(CCC)(=O)OP(CCC)(=O)O1)=O, predict the reaction product. The product is: [Cl:1][C:2]1[C:10]([CH3:11])=[CH:9][CH:8]=[CH:7][C:3]=1[C:4]([N:13]([O:14][CH3:15])[CH3:12])=[O:5].